From a dataset of Reaction yield outcomes from USPTO patents with 853,638 reactions. Predict the reaction yield, written as a fraction of the theoretical maximum amount of product (1.0 means a 100% yield; for example, 0.34 means a 34% yield). (1) The reactants are [NH2:1][C:2]1[CH:11]=[CH:10][C:9]2[NH:8][C:7](=[O:12])[C:6]3[NH:13][CH:14]=[CH:15][C:5]=3[C:4]=2[CH:3]=1.Cl.[CH2:17]([C:19]([OH:21])=[O:20])[CH3:18].[C:22]([C:26]1[CH:31]=[CH:30][C:29]([S:32](Cl)(=[O:34])=[O:33])=[CH:28][CH:27]=1)([CH3:25])([CH3:24])[CH3:23]. The product is [C:22]([C:26]1[CH:31]=[CH:30][C:29]([S:32]([NH:1][C:2]2[CH:11]=[CH:10][C:9]3[NH:8][C:7](=[O:12])[C:6]4[NH:13][CH:14]=[CH:15][C:5]=4[C:4]=3[CH:3]=2)(=[O:34])=[O:33])=[CH:28][CH:27]=1)([CH3:25])([CH3:23])[CH3:24].[CH2:17]([C:19]([O-:21])=[O:20])[CH3:18]. The yield is 0.400. No catalyst specified. (2) The reactants are [OH:1]O.[N+:3]1([O-:17])[C:8]2[CH:9]=[C:10]3[C:14](=[CH:15][C:7]=2[N:6]=[C:5]([NH2:16])[N:4]=1)[CH2:13][CH2:12][CH2:11]3.N. The catalyst is CC(O)=O. The product is [N+:3]1([O-:17])[C:8]2[CH:9]=[C:10]3[C:14](=[CH:15][C:7]=2[N+:6]([O-:1])=[C:5]([NH2:16])[N:4]=1)[CH2:13][CH2:12][CH2:11]3. The yield is 0.150. (3) The reactants are [Br-].[O:2]1[C:6]2[CH:7]=[CH:8][C:9]([CH2:11][P+](C3C=CC=CC=3)(C3C=CC=CC=3)C3C=CC=CC=3)=[CH:10][C:5]=2[O:4][CH2:3]1.[C:31]([C:35]1[CH:40]=[CH:39][C:38]([CH2:41][CH:42]([CH3:45])[CH:43]=O)=[CH:37][CH:36]=1)([CH3:34])([CH3:33])[CH3:32].CC(O)=O. The catalyst is C1COCC1. The product is [C:31]([C:35]1[CH:36]=[CH:37][C:38]([CH2:41][CH:42]([CH3:45])[CH:43]=[CH:11][C:9]2[CH:8]=[CH:7][C:6]3[O:2][CH2:3][O:4][C:5]=3[CH:10]=2)=[CH:39][CH:40]=1)([CH3:34])([CH3:33])[CH3:32]. The yield is 0.880. (4) The reactants are Br[C:2]1[CH:7]=[CH:6][C:5]([O:8][CH3:9])=[C:4]([CH:10]([CH3:12])[CH3:11])[C:3]=1[CH3:13].[Li]CCCC.[CH3:19][O:20][C:21]1[CH:28]=[CH:27][C:24]([CH:25]=[O:26])=[C:23]([CH3:29])[CH:22]=1. The catalyst is C1COCC1. The product is [CH3:9][O:8][C:5]1[CH:6]=[CH:7][C:2]([CH:25]([C:24]2[CH:27]=[CH:28][C:21]([O:20][CH3:19])=[CH:22][C:23]=2[CH3:29])[OH:26])=[C:3]([CH3:13])[C:4]=1[CH:10]([CH3:12])[CH3:11]. The yield is 1.00. (5) The reactants are [CH:1]1([CH:7]2[CH2:12][CH2:11][CH2:10][NH:9][CH2:8]2)[CH2:6][CH2:5][CH2:4][CH2:3][CH2:2]1.C1(C2CCCNC2)C=CC=CC=1.[CH:25]([C:27]1[CH:42]=[CH:41][C:30]([O:31][C:32]2[CH:40]=[CH:39][C:35]([C:36]([NH2:38])=[O:37])=[CH:34][N:33]=2)=[CH:29][CH:28]=1)=O.C(O[BH-](OC(=O)C)OC(=O)C)(=O)C.[Na+].C(O)(=O)C.[Cl:61]CCCl. The product is [ClH:61].[CH:1]1([CH:7]2[CH2:12][CH2:11][CH2:10][N:9]([CH2:25][C:27]3[CH:42]=[CH:41][C:30]([O:31][C:32]4[CH:40]=[CH:39][C:35]([C:36]([NH2:38])=[O:37])=[CH:34][N:33]=4)=[CH:29][CH:28]=3)[CH2:8]2)[CH2:2][CH2:3][CH2:4][CH2:5][CH2:6]1. The yield is 0.370. No catalyst specified. (6) The reactants are C(=O)([O-])[O-].[K+].[K+].[C:7](Cl)(=[O:16])[O:8][CH2:9][C:10]1[CH:15]=[CH:14][CH:13]=[CH:12][CH:11]=1.[Cl:18][C:19]1[CH:33]=[CH:32][C:22]([C:23]([N:25]2[CH2:30][CH2:29][CH2:28][C@@H:27]([NH2:31])[CH2:26]2)=[O:24])=[CH:21][CH:20]=1.[Cl-].[Na+]. The catalyst is ClC1C=CC=CC=1. The product is [Cl:18][C:19]1[CH:33]=[CH:32][C:22]([C:23]([N:25]2[CH2:30][CH2:29][CH2:28][C@@H:27]([NH:31][C:7]([O:8][CH2:9][C:10]3[CH:15]=[CH:14][CH:13]=[CH:12][CH:11]=3)=[O:16])[CH2:26]2)=[O:24])=[CH:21][CH:20]=1. The yield is 0.350.